Dataset: Full USPTO retrosynthesis dataset with 1.9M reactions from patents (1976-2016). Task: Predict the reactants needed to synthesize the given product. (1) Given the product [F:33][C:34]1([F:42])[C:35](=[O:41])[NH:36][CH2:37][CH:38]([O:40][C:2]2[CH:9]=[CH:8][C:7]([C:10]3[N:15]=[C:14]([NH:16][C:17]4[CH:22]=[CH:21][C:20]([N:23]5[CH2:24][CH2:25][N:26]([CH:29]6[CH2:30][O:31][CH2:32]6)[CH2:27][CH2:28]5)=[CH:19][CH:18]=4)[N:13]=[CH:12][N:11]=3)=[CH:6][C:3]=2[C:4]#[N:5])[CH2:39]1, predict the reactants needed to synthesize it. The reactants are: F[C:2]1[CH:9]=[CH:8][C:7]([C:10]2[N:15]=[C:14]([NH:16][C:17]3[CH:22]=[CH:21][C:20]([N:23]4[CH2:28][CH2:27][N:26]([CH:29]5[CH2:32][O:31][CH2:30]5)[CH2:25][CH2:24]4)=[CH:19][CH:18]=3)[N:13]=[CH:12][N:11]=2)=[CH:6][C:3]=1[C:4]#[N:5].[F:33][C:34]1([F:42])[CH2:39][CH:38]([OH:40])[CH2:37][NH:36][C:35]1=[O:41]. (2) Given the product [CH3:7][C:4]1[S:3][C:2]2=[N:1][C:10]([C:12]3[CH:13]=[CH:14][C:15]([N+:18]([O-:20])=[O:19])=[CH:16][CH:17]=3)=[CH:9][N:6]2[CH:5]=1, predict the reactants needed to synthesize it. The reactants are: [NH2:1][C:2]1[S:3][C:4]([CH3:7])=[CH:5][N:6]=1.Br[CH2:9][C:10]([C:12]1[CH:17]=[CH:16][C:15]([N+:18]([O-:20])=[O:19])=[CH:14][CH:13]=1)=O.C(=O)(O)[O-].[Na+]. (3) Given the product [C:1]([C:5]1[CH:9]=[C:8]([NH:10][C:11]([NH:13][C:14]2[CH:19]=[CH:18][CH:17]=[C:16]([Cl:20])[C:15]=2[Cl:21])=[O:12])[N:7]([C:22]2[CH:31]=[C:30]3[C:25]([CH2:26][C@@H:27]([C:38](=[O:39])[NH:47][CH3:45])[N:28]([C:57]([O:56][C:53]([CH3:55])([CH3:54])[CH3:52])=[O:59])[CH2:29]3)=[CH:24][CH:23]=2)[N:6]=1)([CH3:3])([CH3:4])[CH3:2], predict the reactants needed to synthesize it. The reactants are: [C:1]([C:5]1[CH:9]=[C:8]([NH:10][C:11]([NH:13][C:14]2[CH:19]=[CH:18][CH:17]=[C:16]([Cl:20])[C:15]=2[Cl:21])=[O:12])[N:7]([C:22]2[CH:31]=[C:30]3[C:25]([CH2:26][C@@H:27]([C:38](OC)=[O:39])[N:28](C(=O)C(F)(F)F)[CH2:29]3)=[CH:24][CH:23]=2)[N:6]=1)([CH3:4])([CH3:3])[CH3:2].Cl.CN.[CH2:45]([N:47](CC)CC)C.[CH3:52][C:53]([O:56][C:57]([O:59]C(OC(C)(C)C)=O)=O)([CH3:55])[CH3:54]. (4) Given the product [CH3:15][C:13]([OH:16])([CH3:14])[CH2:12][N:9]1[CH2:10][CH2:11][CH:6]([NH:5][CH3:4])[CH2:7][CH2:8]1, predict the reactants needed to synthesize it. The reactants are: C(O[C:4](=O)[NH:5][CH:6]1[CH2:11][CH2:10][N:9]([CH2:12][C:13]([OH:16])([CH3:15])[CH3:14])[CH2:8][CH2:7]1)C.[H-].[Al+3].[Li+].[H-].[H-].[H-].O.[OH-].[Na+]. (5) Given the product [CH:32]1([S:37]([C:40]2[S:41][C:42]([C:14]3[CH:15]=[C:16]4[C:11](=[C:12]([C:26]([NH2:28])=[O:27])[CH:13]=3)[NH:10][CH:9]=[C:8]4[CH:6]3[CH2:5][CH2:4][S:3](=[O:29])(=[O:30])[C:2]([CH3:1])([CH3:31])[CH2:7]3)=[CH:43][CH:44]=2)(=[O:39])=[O:38])[CH2:33][CH2:34][CH2:35][CH2:36]1, predict the reactants needed to synthesize it. The reactants are: [CH3:1][C:2]1([CH3:31])[CH2:7][CH:6]([C:8]2[C:16]3[C:11](=[C:12]([C:26]([NH2:28])=[O:27])[CH:13]=[C:14](B4OC(C)(C)C(C)(C)O4)[CH:15]=3)[NH:10][CH:9]=2)[CH2:5][CH2:4][S:3]1(=[O:30])=[O:29].[CH:32]1([S:37]([C:40]2[S:41][C:42](Br)=[CH:43][CH:44]=2)(=[O:39])=[O:38])[CH2:36][CH2:35][CH2:34][CH2:33]1.C(=O)([O-])[O-].[K+].[K+]. (6) Given the product [CH2:23]([O:33][CH2:34][C:35]([CH2:44][O:45][CH2:46][CH2:47][CH2:48][CH2:49][CH2:50][CH2:51][CH2:52][CH2:53][CH2:54][CH3:55])([CH2:40][C:41]([N:58]([CH3:59])[CH3:57])=[O:42])[CH2:36][C:37]([N:13]([CH3:14])[CH3:12])=[O:38])[CH2:24][CH2:25][CH2:26][CH2:27][CH2:28][CH2:29][CH2:30][CH2:31][CH3:32], predict the reactants needed to synthesize it. The reactants are: ON1C2C=CC=CC=2N=N1.C[CH2:12][N:13]=[C:14]=NCCCN(C)C.Cl.[CH2:23]([O:33][CH2:34][C:35]([CH2:44][O:45][CH2:46][CH2:47][CH2:48][CH2:49][CH2:50][CH2:51][CH2:52][CH2:53][CH2:54][CH3:55])([CH2:40][C:41](O)=[O:42])[CH2:36][C:37](O)=[O:38])[CH2:24][CH2:25][CH2:26][CH2:27][CH2:28][CH2:29][CH2:30][CH2:31][CH3:32].Cl.[CH3:57][NH:58][CH3:59].C(N(CC)CC)C. (7) Given the product [C:8](/[C:10](=[CH:6]\[C:2]1[S:1][CH:5]=[CH:4][CH:3]=1)/[C:11]([O:13][CH2:14][CH3:15])=[O:12])#[N:9], predict the reactants needed to synthesize it. The reactants are: [S:1]1[CH:5]=[CH:4][CH:3]=[C:2]1[CH:6]=O.[C:8]([CH2:10][C:11]([O:13][CH2:14][CH3:15])=[O:12])#[N:9]. (8) Given the product [CH2:39]([O:26][C:25](=[O:27])[C@@H:24]([NH:23][C:21]([C:17]1[C:16]([CH3:37])=[N:15][C:14]([NH:13][CH2:12][CH2:11][CH2:10][C:5]2[CH:6]=[CH:7][CH:8]=[C:9]3[C:4]=2[CH:3]=[N:2][NH:1]3)=[N:19][C:18]=1[CH3:20])=[O:22])[CH2:28][NH:29][C:30]([C:32]1[S:33][CH:34]=[CH:35][CH:36]=1)=[O:31])[CH:40]([CH3:42])[CH3:41], predict the reactants needed to synthesize it. The reactants are: [NH:1]1[C:9]2[C:4](=[C:5]([CH2:10][CH2:11][CH2:12][NH:13][C:14]3[N:19]=[C:18]([CH3:20])[C:17]([C:21]([NH:23][C@@H:24]([CH2:28][NH:29][C:30]([C:32]4[S:33][CH:34]=[CH:35][CH:36]=4)=[O:31])[C:25]([OH:27])=[O:26])=[O:22])=[C:16]([CH3:37])[N:15]=3)[CH:6]=[CH:7][CH:8]=2)[CH:3]=[N:2]1.I[CH2:39][CH:40]([CH3:42])[CH3:41].C(N(CC)CC)C. (9) Given the product [Cl:1][C:2]1[N:3]=[C:4]([NH:22][CH3:21])[C:5]2[CH2:11][O:10][CH2:9][CH:8]([C:12]3[CH:17]=[CH:16][C:15]([F:18])=[C:14]([F:19])[CH:13]=3)[C:6]=2[N:7]=1, predict the reactants needed to synthesize it. The reactants are: [Cl:1][C:2]1[N:3]=[C:4](Cl)[C:5]2[CH2:11][O:10][CH2:9][CH:8]([C:12]3[CH:17]=[CH:16][C:15]([F:18])=[C:14]([F:19])[CH:13]=3)[C:6]=2[N:7]=1.[CH3:21][NH2:22].